The task is: Predict the reactants needed to synthesize the given product.. This data is from Full USPTO retrosynthesis dataset with 1.9M reactions from patents (1976-2016). Given the product [I:24][C:21]1[CH:22]=[CH:23][N:19]([C:17]2[CH:18]=[C:13]([O:11][CH:9]3[CH2:10][O:7][CH2:8]3)[N:14]=[N:15][CH:16]=2)[N:20]=1, predict the reactants needed to synthesize it. The reactants are: CC(C)([O-])C.[K+].[O:7]1[CH2:10][CH:9]([OH:11])[CH2:8]1.Cl[C:13]1[N:14]=[N:15][CH:16]=[C:17]([N:19]2[CH:23]=[CH:22][C:21]([I:24])=[N:20]2)[CH:18]=1.